From a dataset of NCI-60 drug combinations with 297,098 pairs across 59 cell lines. Regression. Given two drug SMILES strings and cell line genomic features, predict the synergy score measuring deviation from expected non-interaction effect. (1) Drug 1: CC12CCC3C(C1CCC2O)C(CC4=C3C=CC(=C4)O)CCCCCCCCCS(=O)CCCC(C(F)(F)F)(F)F. Drug 2: CN(CCCl)CCCl.Cl. Cell line: COLO 205. Synergy scores: CSS=27.5, Synergy_ZIP=1.42, Synergy_Bliss=1.69, Synergy_Loewe=-11.5, Synergy_HSA=1.43. (2) Drug 1: CC1=C(C=C(C=C1)NC2=NC=CC(=N2)N(C)C3=CC4=NN(C(=C4C=C3)C)C)S(=O)(=O)N.Cl. Drug 2: C1C(C(OC1N2C=NC(=NC2=O)N)CO)O. Cell line: OVCAR-5. Synergy scores: CSS=13.2, Synergy_ZIP=-1.14, Synergy_Bliss=2.99, Synergy_Loewe=-8.16, Synergy_HSA=1.18. (3) Synergy scores: CSS=47.9, Synergy_ZIP=-3.08, Synergy_Bliss=-7.52, Synergy_Loewe=-7.95, Synergy_HSA=-7.99. Drug 2: CC1C(C(=O)NC(C(=O)N2CCCC2C(=O)N(CC(=O)N(C(C(=O)O1)C(C)C)C)C)C(C)C)NC(=O)C3=C4C(=C(C=C3)C)OC5=C(C(=O)C(=C(C5=N4)C(=O)NC6C(OC(=O)C(N(C(=O)CN(C(=O)C7CCCN7C(=O)C(NC6=O)C(C)C)C)C)C(C)C)C)N)C. Drug 1: C1=C(C(=O)NC(=O)N1)F. Cell line: A498.